Task: Predict the product of the given reaction.. Dataset: Forward reaction prediction with 1.9M reactions from USPTO patents (1976-2016) (1) Given the reactants Br[C:2]1[C:3]2[N:4]([N:8]=[C:9]([NH2:11])[N:10]=2)[CH:5]=[CH:6][CH:7]=1.[Cl:12][C:13]1[CH:18]=[CH:17][C:16](B(O)O)=[CH:15][CH:14]=1, predict the reaction product. The product is: [Cl:12][C:13]1[CH:18]=[CH:17][C:16]([C:2]2[C:3]3[N:4]([N:8]=[C:9]([NH2:11])[N:10]=3)[CH:5]=[CH:6][CH:7]=2)=[CH:15][CH:14]=1. (2) Given the reactants I[C:2]1[C:3](=[O:10])[CH2:4][CH2:5][C:6]([CH3:9])([CH3:8])[CH:7]=1.[CH3:11][O:12][C:13]1[CH:14]=[C:15](B(O)O)[CH:16]=[CH:17][CH:18]=1, predict the reaction product. The product is: [CH3:11][O:12][C:13]1[CH:18]=[C:17]([C:2]2[C:3](=[O:10])[CH2:4][CH2:5][C:6]([CH3:9])([CH3:8])[CH:7]=2)[CH:16]=[CH:15][CH:14]=1. (3) Given the reactants [I:1][C:2]1[CH:3]=[C:4]2[C:8](=[CH:9][CH:10]=1)[NH:7][C:6](=[O:11])[C:5]2=O.[O:13]([C:20]1[CH:21]=[C:22]([CH:27]=[CH:28][CH:29]=1)[C:23]([NH:25][NH2:26])=[O:24])[C:14]1[CH:19]=[CH:18][CH:17]=[CH:16][CH:15]=1, predict the reaction product. The product is: [I:1][C:2]1[CH:3]=[C:4]2[C:8](=[CH:9][CH:10]=1)[NH:7][C:6](=[O:11])[C:5]2=[N:26][NH:25][C:23](=[O:24])[C:22]1[CH:27]=[CH:28][CH:29]=[C:20]([O:13][C:14]2[CH:15]=[CH:16][CH:17]=[CH:18][CH:19]=2)[CH:21]=1. (4) Given the reactants [OH:1][C@@H:2]([C@H:4]1[C:24](=[O:25])[N:6]2[C:7]([C:21]([O-:23])=[O:22])=[C:8]([S:11]/[CH:12]=[CH:13]\[C:14]3[S:18][CH:17]=[N:16][C:15]=3[CH2:19][OH:20])[C@H:9]([CH3:10])[C@H:5]12)[CH3:3].[Na+].[C:27]1([O:33][C:34]([O:36][CH2:37]I)=[O:35])[CH:32]=[CH:31][CH:30]=[CH:29][CH:28]=1, predict the reaction product. The product is: [OH:1][C@@H:2]([C@H:4]1[C:24](=[O:25])[N:6]2[C:7]([C:21]([O:23][CH2:37][O:36][C:34]([O:33][C:27]3[CH:32]=[CH:31][CH:30]=[CH:29][CH:28]=3)=[O:35])=[O:22])=[C:8]([S:11]/[CH:12]=[CH:13]\[C:14]3[S:18][CH:17]=[N:16][C:15]=3[CH2:19][OH:20])[C@H:9]([CH3:10])[C@H:5]12)[CH3:3]. (5) The product is: [CH:8]1([C:11]2[CH:12]=[CH:13][C:14]([CH:19]([C:34]3[CH:39]=[CH:38][C:37]([CH:40]([CH3:42])[CH3:41])=[CH:36][CH:35]=3)[CH2:20][C@@H:21]3[NH:22][C:23](=[O:26])[CH2:24][CH2:25]3)=[N:15][C:16]=2[O:17][CH3:18])[CH2:10][CH2:9]1. Given the reactants FC(F)(F)C(O)=O.[CH:8]1([C:11]2[CH:12]=[CH:13][C:14]([CH:19]([C:34]3[CH:39]=[CH:38][C:37]([CH:40]([CH3:42])[CH3:41])=[CH:36][CH:35]=3)[CH2:20][C@H:21]3[CH2:25][CH2:24][C:23](=[O:26])[N:22]3C(OC(C)(C)C)=O)=[N:15][C:16]=2[O:17][CH3:18])[CH2:10][CH2:9]1.C(=O)(O)[O-].[Na+], predict the reaction product.